This data is from Peptide-MHC class I binding affinity with 185,985 pairs from IEDB/IMGT. The task is: Regression. Given a peptide amino acid sequence and an MHC pseudo amino acid sequence, predict their binding affinity value. This is MHC class I binding data. The peptide sequence is SVGHMMVIF. The MHC is HLA-A24:02 with pseudo-sequence HLA-A24:02. The binding affinity (normalized) is 0.280.